This data is from NCI-60 drug combinations with 297,098 pairs across 59 cell lines. The task is: Regression. Given two drug SMILES strings and cell line genomic features, predict the synergy score measuring deviation from expected non-interaction effect. Drug 1: CN1C2=C(C=C(C=C2)N(CCCl)CCCl)N=C1CCCC(=O)O.Cl. Drug 2: CCC1(C2=C(COC1=O)C(=O)N3CC4=CC5=C(C=CC(=C5CN(C)C)O)N=C4C3=C2)O.Cl. Cell line: UACC62. Synergy scores: CSS=56.8, Synergy_ZIP=7.27, Synergy_Bliss=6.69, Synergy_Loewe=-12.7, Synergy_HSA=7.61.